Dataset: Forward reaction prediction with 1.9M reactions from USPTO patents (1976-2016). Task: Predict the product of the given reaction. (1) Given the reactants [CH3:1][O:2][C:3]1[CH:22]=[CH:21][C:6]([CH2:7][O:8][C:9]2[CH:14]=[CH:13][CH:12]=[C:11]([N+:15]([O-])=O)[C:10]=2[C:18](=[O:20])[CH3:19])=[CH:5][CH:4]=1.[Cl-].[NH4+], predict the reaction product. The product is: [NH2:15][C:11]1[CH:12]=[CH:13][CH:14]=[C:9]([O:8][CH2:7][C:6]2[CH:21]=[CH:22][C:3]([O:2][CH3:1])=[CH:4][CH:5]=2)[C:10]=1[C:18](=[O:20])[CH3:19]. (2) Given the reactants [CH2:1]([O:3][C:4]1[CH:20]=[CH:19][C:7]([C:8]([NH:10][C:11]2([C:14]([O:16]CC)=[O:15])[CH2:13][CH2:12]2)=[O:9])=[CH:6][CH:5]=1)[CH3:2].O1CCCC1.CO.[OH-].[Li+], predict the reaction product. The product is: [CH2:1]([O:3][C:4]1[CH:5]=[CH:6][C:7]([C:8]([NH:10][C:11]2([C:14]([OH:16])=[O:15])[CH2:12][CH2:13]2)=[O:9])=[CH:19][CH:20]=1)[CH3:2].